Dataset: Reaction yield outcomes from USPTO patents with 853,638 reactions. Task: Predict the reaction yield, written as a fraction of the theoretical maximum amount of product (1.0 means a 100% yield; for example, 0.34 means a 34% yield). (1) The reactants are [CH3:1][C:2]1([C:5]([OH:7])=O)[CH2:4][CH2:3]1.C(Cl)(=O)C(Cl)=O.Cl.[NH2:15][C:16]1[N:17]=[C:18]2[CH:23]=[CH:22][C:21]([O:24][C:25]3[CH:26]=[CH:27][C:28]([CH3:41])=[C:29]([NH:31][C:32]([C:34]4[N:38]([CH3:39])[N:37]=[C:36]([CH3:40])[CH:35]=4)=[O:33])[CH:30]=3)=[N:20][N:19]2[CH:42]=1.C(=O)([O-])O.[Na+]. The catalyst is O1CCCC1.CN(C)C=O.CN(C)C(=O)C.C(OCC)(=O)C.O1CCCC1. The product is [CH3:39][N:38]1[C:34]([C:32]([NH:31][C:29]2[CH:30]=[C:25]([O:24][C:21]3[CH:22]=[CH:23][C:18]4[N:19]([CH:42]=[C:16]([NH:15][C:5]([C:2]5([CH3:1])[CH2:4][CH2:3]5)=[O:7])[N:17]=4)[N:20]=3)[CH:26]=[CH:27][C:28]=2[CH3:41])=[O:33])=[CH:35][C:36]([CH3:40])=[N:37]1. The yield is 0.740. (2) The reactants are [B:10]1([B:10]2[O:14][C:13]([CH3:16])([CH3:15])[C:12]([CH3:18])([CH3:17])[O:11]2)[O:14][C:13]([CH3:16])([CH3:15])[C:12]([CH3:18])([CH3:17])[O:11]1.P([O-])([O-])([O-])=O.[K+].[K+].[K+].C[CH2:28][O:29]C(C)=O.[CH3:33][CH2:34][CH2:35][CH2:36][CH2:37][CH2:38][CH3:39]. The catalyst is O1CCOCC1.CC(C1C=C(C(C)C)C(C2C(P(C3CCCCC3)C3CCCCC3)=CC=CC=2)=C(C(C)C)C=1)C.C1C=[C-]C(CCN)=CC=1.Cl[Pd+].CC(C1C=C(C(C)C)C(C2C=CC=CC=2P(C2CCCCC2)C2CCCCC2)=C(C(C)C)C=1)C. The product is [CH3:28][O:29][C:35]1[CH:34]=[CH:33][C:38]([CH3:39])=[C:37]([B:10]2[O:11][C:12]([CH3:17])([CH3:18])[C:13]([CH3:15])([CH3:16])[O:14]2)[CH:36]=1. The yield is 0.696. (3) The reactants are [C:1]([C:3]1[CH:8]=[CH:7][CH:6]=[CH:5][C:4]=1[C:9]1[CH:14]=[CH:13][C:12]([CH2:15][C:16]2[C:17](=[O:38])[N:18]([CH:28]3[CH2:31][CH:30]([C:32]([O:34]CCC)=O)[CH2:29]3)[C:19]3[N:20]([N:25]=[CH:26][N:27]=3)[C:21]=2[CH2:22][CH2:23][CH3:24])=[CH:11][CH:10]=1)#[N:2].[OH-].[Na+].Cl.[CH3:42][Mg]Br.[Cl-].[NH4+]. The yield is 0.490. The catalyst is O1CCCC1.O.CO. The product is [C:32]([C@@H:30]1[CH2:31][C@H:28]([N:18]2[C:17](=[O:38])[C:16]([CH2:15][C:12]3[CH:13]=[CH:14][C:9]([C:4]4[C:3]([C:1]#[N:2])=[CH:8][CH:7]=[CH:6][CH:5]=4)=[CH:10][CH:11]=3)=[C:21]([CH2:22][CH2:23][CH3:24])[N:20]3[N:25]=[CH:26][N:27]=[C:19]23)[CH2:29]1)(=[O:34])[CH3:42]. (4) The reactants are [CH3:1][C:2]1[C:6]([CH3:7])=[C:5]([NH:8][C:9](=[O:16])OCC(Cl)(Cl)Cl)[O:4][N:3]=1.[F:17][C:18]1[CH:23]=[CH:22][CH:21]=[CH:20][C:19]=1[C:24]1[CH:29]=[C:28]([N:30]2[CH2:35][CH2:34][NH:33][CH2:32][CH2:31]2)[N:27]=[CH:26][N:25]=1. The catalyst is C(OCC)(=O)C.CCCCCC. The product is [F:17][C:18]1[CH:23]=[CH:22][CH:21]=[CH:20][C:19]=1[C:24]1[N:25]=[CH:26][N:27]=[C:28]([N:30]2[CH2:31][CH2:32][N:33]([C:9]([NH:8][C:5]3[O:4][N:3]=[C:2]([CH3:1])[C:6]=3[CH3:7])=[O:16])[CH2:34][CH2:35]2)[CH:29]=1. The yield is 0.730. (5) The product is [Cl:3][C:4]1[N:9]=[C:8]([N:10]([C:11]2[CH:16]=[C:15]([O:17][CH3:18])[CH:14]=[CH:13][C:12]=2[CH3:19])[CH3:20])[CH:7]=[CH:6][N:5]=1. The reactants are IC.[Cl:3][C:4]1[N:9]=[C:8]([NH:10][C:11]2[CH:16]=[C:15]([O:17][CH3:18])[CH:14]=[CH:13][C:12]=2[CH3:19])[CH:7]=[CH:6][N:5]=1.[C:20]([O-])([O-])=O.[Cs+].[Cs+]. The yield is 0.880. The catalyst is CN(C=O)C.